Dataset: Forward reaction prediction with 1.9M reactions from USPTO patents (1976-2016). Task: Predict the product of the given reaction. (1) Given the reactants [NH2:1][C:2]1[CH:3]=[C:4]2[C:8]3=[C:9]([CH2:11][O:12][CH2:13][CH2:14][N:7]3[C@H:6]3[CH2:15][CH2:16][N:17](C(OC(C)(C)C)=O)[CH2:18][C@@H:5]23)[CH:10]=1.[F:26][C:27]1[C:34]([C:35]([F:38])([F:37])[F:36])=[CH:33][CH:32]=[CH:31][C:28]=1[CH:29]=O.C(O[BH-](OC(=O)C)OC(=O)C)(=O)C.[Na+], predict the reaction product. The product is: [F:26][C:27]1[C:34]([C:35]([F:36])([F:37])[F:38])=[CH:33][CH:32]=[CH:31][C:28]=1[CH2:29][NH:1][C:2]1[CH:3]=[C:4]2[C:8]3=[C:9]([CH2:11][O:12][CH2:13][CH2:14][N:7]3[C@H:6]3[CH2:15][CH2:16][NH:17][CH2:18][C@@H:5]23)[CH:10]=1. (2) Given the reactants [CH3:1][O:2][C:3]1[C@@H:4]([CH2:14][C:15]2[CH:20]=[CH:19][C:18]([C:21]([F:24])([F:23])[F:22])=[CH:17][C:16]=2[F:25])[N:5]=C(OC)[C@H](C(C)C)N=1.C(#N)C.ClCCl.FC(F)(F)C(O)=[O:35].[C:47](O[C:47]([O:49][C:50]([CH3:53])([CH3:52])[CH3:51])=[O:48])([O:49][C:50]([CH3:53])([CH3:52])[CH3:51])=[O:48], predict the reaction product. The product is: [CH3:1][O:2][C:3](=[O:35])[C@@H:4]([CH2:14][C:15]1[CH:20]=[CH:19][C:18]([C:21]([F:24])([F:23])[F:22])=[CH:17][C:16]=1[F:25])[NH:5][C:47]([O:49][C:50]([CH3:51])([CH3:52])[CH3:53])=[O:48].